This data is from Full USPTO retrosynthesis dataset with 1.9M reactions from patents (1976-2016). The task is: Predict the reactants needed to synthesize the given product. (1) Given the product [NH2:41][CH2:40][CH2:39][NH:42][C:2]1[C:7]2[N:8]=[C:9]([C:11]3[C:12]([NH:25][C@@H:26]4[CH2:31][CH2:30][CH2:29][N:28]([C:32]([O:34][C:35]([CH3:38])([CH3:37])[CH3:36])=[O:33])[CH2:27]4)=[N:13][C:14]([N:19]4[CH2:24][CH2:23][O:22][CH2:21][CH2:20]4)=[N:15][C:16]=3[O:17][CH3:18])[S:10][C:6]=2[CH:5]=[CH:4][CH:3]=1, predict the reactants needed to synthesize it. The reactants are: Cl[C:2]1[C:7]2[N:8]=[C:9]([C:11]3[C:12]([NH:25][C@@H:26]4[CH2:31][CH2:30][CH2:29][N:28]([C:32]([O:34][C:35]([CH3:38])([CH3:37])[CH3:36])=[O:33])[CH2:27]4)=[N:13][C:14]([N:19]4[CH2:24][CH2:23][O:22][CH2:21][CH2:20]4)=[N:15][C:16]=3[O:17][CH3:18])[S:10][C:6]=2[CH:5]=[CH:4][CH:3]=1.[CH2:39]([NH2:42])[CH2:40][NH2:41].CC([O-])(C)C.[Na+]. (2) Given the product [CH3:33][O:32][CH2:31][CH2:30][CH2:29][O:28][CH:12]([C:7]1[CH:8]=[CH:9][CH:10]=[CH:11][C:6]=1[C:5]#[C:4][CH:1]1[CH2:2][CH2:3]1)[CH:13]1[CH2:18][CH2:17][CH2:16][NH:15][CH2:14]1, predict the reactants needed to synthesize it. The reactants are: [CH:1]1([C:4]#[C:5][C:6]2[CH:11]=[CH:10][CH:9]=[CH:8][C:7]=2[CH:12]([O:28][CH2:29][CH2:30][CH2:31][O:32][CH3:33])[CH:13]2[CH2:18][CH2:17][CH2:16][N:15](S(CC[Si](C)(C)C)(=O)=O)[CH2:14]2)[CH2:3][CH2:2]1.[F-].C([N+](CC)(CC)CC)C. (3) Given the product [Cl:33][C:8]1[N:7]([CH2:10][O:11][CH2:12][CH2:13][O:14][CH3:15])[C:6]2[CH:16]=[C:2]([Cl:1])[C:3]([S:17][C:18]3[CH:19]=[C:20]([CH3:24])[CH:21]=[CH:22][CH:23]=3)=[CH:4][C:5]=2[N:9]=1, predict the reactants needed to synthesize it. The reactants are: [Cl:1][C:2]1[C:3]([S:17][C:18]2[CH:19]=[C:20]([CH3:24])[CH:21]=[CH:22][CH:23]=2)=[CH:4][C:5]2[N:9]=[CH:8][N:7]([CH2:10][O:11][CH2:12][CH2:13][O:14][CH3:15])[C:6]=2[CH:16]=1.C([N-]C(C)C)(C)C.[Li+].[Cl:33]N1C(=O)CCC1=O.[NH4+].[Cl-]. (4) Given the product [OH:17][CH2:16][C:15]([C:12]1[CH:13]=[CH:14][C:9]([N:6]2[C:7](=[O:8])[C:3]([CH3:2])([CH3:33])[N:4]([CH2:22][C:23]3[C:32]4[C:27](=[CH:28][CH:29]=[CH:30][CH:31]=4)[N:26]=[CH:25][CH:24]=3)[C:5]2=[O:21])=[CH:10][CH:11]=1)([CH3:19])[CH3:20], predict the reactants needed to synthesize it. The reactants are: Cl.[CH3:2][C:3]1([CH3:33])[C:7](=[O:8])[N:6]([C:9]2[CH:14]=[CH:13][C:12]([C:15]([CH3:20])([CH3:19])[C:16](O)=[O:17])=[CH:11][CH:10]=2)[C:5](=[O:21])[N:4]1[CH2:22][C:23]1[C:32]2[C:27](=[CH:28][CH:29]=[CH:30][CH:31]=2)[N:26]=[CH:25][CH:24]=1.C(N(CC)CC)C.ClC(OC)=O. (5) Given the product [C:14]([O:18][C:19]([N:21]1[CH2:22][CH:23]2[O:29][CH:27]([CH2:26][N:25]([CH2:2][CH2:3][O:4][C:5]3[CH:12]=[CH:11][C:8]([C:9]#[N:10])=[CH:7][C:6]=3[F:13])[CH2:24]2)[CH2:28]1)=[O:20])([CH3:17])([CH3:15])[CH3:16], predict the reactants needed to synthesize it. The reactants are: Br[CH2:2][CH2:3][O:4][C:5]1[CH:12]=[CH:11][C:8]([C:9]#[N:10])=[CH:7][C:6]=1[F:13].[C:14]([O:18][C:19]([N:21]1[CH2:28][CH:27]2[O:29][CH:23]([CH2:24][NH:25][CH2:26]2)[CH2:22]1)=[O:20])([CH3:17])([CH3:16])[CH3:15].C([O-])([O-])=O.[K+].[K+]. (6) The reactants are: Cl[C:2]1[CH:7]=[CH:6][CH:5]=[CH:4][C:3]=1[CH:8]1[CH2:10][CH:9]1[CH:11]1[CH2:13][CH2:12]1.[CH2:14]([NH2:21])[C:15]1[CH:20]=[CH:19][CH:18]=[CH:17][CH:16]=1.C([O-])(C)(C)C.[Na+].C(OCC)(=O)C. Given the product [CH2:14]([NH:21][C:2]1[CH:7]=[CH:6][CH:5]=[CH:4][C:3]=1[CH:8]1[CH2:10][CH:9]1[CH:11]1[CH2:13][CH2:12]1)[C:15]1[CH:20]=[CH:19][CH:18]=[CH:17][CH:16]=1, predict the reactants needed to synthesize it. (7) Given the product [CH3:9][C:4]1[C:3]([CH2:2][S:17][C:15]2[N:14]=[C:13]([OH:18])[CH:12]=[C:11]([CH3:10])[N:16]=2)=[C:7]([CH3:8])[O:6][N:5]=1, predict the reactants needed to synthesize it. The reactants are: Br[CH2:2][C:3]1[C:4]([CH3:9])=[N:5][O:6][C:7]=1[CH3:8].[CH3:10][C:11]1[N:16]=[C:15]([SH:17])[N:14]=[C:13]([OH:18])[CH:12]=1.C(N(CC)CC)C. (8) Given the product [F:14][C:10]1[CH:11]=[CH:12][C:13]2[N:8]([C:7]([S:15][C:16]3[CH:21]=[CH:20][C:19]([S:22]([CH3:25])(=[O:23])=[O:24])=[CH:18][CH:17]=3)=[C:6]([CH3:26])[C:5]=2[CH2:4][C:3]([OH:27])=[O:2])[CH:9]=1, predict the reactants needed to synthesize it. The reactants are: C[O:2][C:3](=[O:27])[CH2:4][C:5]1[C:6]([CH3:26])=[C:7]([S:15][C:16]2[CH:21]=[CH:20][C:19]([S:22]([CH3:25])(=[O:24])=[O:23])=[CH:18][CH:17]=2)[N:8]2[C:13]=1[CH:12]=[CH:11][C:10]([F:14])=[CH:9]2.CO.[OH-].[Na+].